From a dataset of Full USPTO retrosynthesis dataset with 1.9M reactions from patents (1976-2016). Predict the reactants needed to synthesize the given product. (1) Given the product [Br:25][C:20]1[CH:21]=[CH:22][CH:23]=[C:18]([C:12]2[CH:13]=[CH:14][CH:15]=[CH:16][CH:17]=2)[N:19]=1, predict the reactants needed to synthesize it. The reactants are: CN(C)CCO.C([Li])CCC.[C:12]1([C:18]2[CH:23]=[CH:22][CH:21]=[CH:20][N:19]=2)[CH:17]=[CH:16][CH:15]=[CH:14][CH:13]=1.C(Br)(Br)(Br)[Br:25]. (2) Given the product [Cl:1][C:2]1[CH:3]=[CH:4][C:5]([CH3:9])=[C:6]([O:8][CH2:12][O:13][CH3:14])[CH:7]=1, predict the reactants needed to synthesize it. The reactants are: [Cl:1][C:2]1[CH:3]=[CH:4][C:5]([CH3:9])=[C:6]([OH:8])[CH:7]=1.[H-].[Na+].[CH3:12][O:13][CH2:14]Cl.O. (3) Given the product [CH2:7]([NH:25][CH2:26][CH2:27][CH2:28][CH2:29][OH:30])[CH2:8][CH2:9][CH2:10][CH2:11][CH2:12][CH2:13][CH2:14][CH2:15][CH2:16][CH2:17][CH2:18][CH2:19][CH2:20][CH2:21][CH2:22][CH2:23][CH3:24], predict the reactants needed to synthesize it. The reactants are: [H-].[H-].[H-].[H-].[Li+].[Al+3].[CH2:7]([NH:25][C:26](=O)[CH2:27][CH2:28][C:29](O)=[O:30])[CH2:8][CH2:9][CH2:10][CH2:11][CH2:12][CH2:13][CH2:14][CH2:15][CH2:16][CH2:17][CH2:18][CH2:19][CH2:20][CH2:21][CH2:22][CH2:23][CH3:24]. (4) Given the product [NH2:21][C:16]1[CH:15]=[C:14]([NH:13][C:11]([NH:10][C:8]2[N:7]([C:24]3[CH:25]=[CH:26][C:27]([CH3:30])=[CH:28][CH:29]=3)[N:6]=[C:5]([C:1]([CH3:4])([CH3:3])[CH3:2])[CH:9]=2)=[O:12])[CH:19]=[CH:18][C:17]=1[CH3:20], predict the reactants needed to synthesize it. The reactants are: [C:1]([C:5]1[CH:9]=[C:8]([NH:10][C:11]([NH:13][C:14]2[CH:19]=[CH:18][C:17]([CH3:20])=[C:16]([N+:21]([O-])=O)[CH:15]=2)=[O:12])[N:7]([C:24]2[CH:29]=[CH:28][C:27]([CH3:30])=[CH:26][CH:25]=2)[N:6]=1)([CH3:4])([CH3:3])[CH3:2].[H][H]. (5) Given the product [C:1]([O:5][C:6]([N:8]1[CH:13]2[CH2:14][CH2:15][CH:9]1[CH:10]=[C:11]([C:31]1[CH:30]=[CH:29][CH:28]=[C:27]([C:24](=[O:26])[NH2:25])[CH:32]=1)[CH2:12]2)=[O:7])([CH3:4])([CH3:3])[CH3:2], predict the reactants needed to synthesize it. The reactants are: [C:1]([O:5][C:6]([N:8]1[CH:13]2[CH2:14][CH2:15][CH:9]1[CH:10]=[C:11](OS(C(F)(F)F)(=O)=O)[CH2:12]2)=[O:7])([CH3:4])([CH3:3])[CH3:2].[C:24]([C:27]1[CH:28]=[C:29](B(O)O)[CH:30]=[CH:31][CH:32]=1)(=[O:26])[NH2:25].F[B-](F)(F)F.C1(P(C2CCCCC2)C2CCCCC2)CCCCC1.[F-].[K+]. (6) Given the product [Br:1][C:2]1[CH:3]=[C:4]([CH:5]([OH:6])[CH2:12][C:11]#[N:13])[CH:7]=[C:8]([F:10])[CH:9]=1, predict the reactants needed to synthesize it. The reactants are: [Br:1][C:2]1[CH:3]=[C:4]([CH:7]=[C:8]([F:10])[CH:9]=1)[CH:5]=[O:6].[C:11](#[N:13])[CH3:12].